This data is from Catalyst prediction with 721,799 reactions and 888 catalyst types from USPTO. The task is: Predict which catalyst facilitates the given reaction. (1) Reactant: [F:1][C:2]1[CH:7]=[CH:6][CH:5]=[C:4]([C:8]#[C:9][Si](C)(C)C)[C:3]=1[CH2:14][C:15]([O:17]CC)=[O:16].[OH-].[Na+]. Product: [C:8]([C:4]1[CH:5]=[CH:6][CH:7]=[C:2]([F:1])[C:3]=1[CH2:14][C:15]([OH:17])=[O:16])#[CH:9]. The catalyst class is: 5. (2) Reactant: [C:1]([Cl:5])(Cl)(Cl)[Cl:2].C1(P(C2C=CC=CC=2)C2C=CC=CC=2)C=CC=CC=1.[F:25][C:26]1[CH:31]=[C:30]([F:32])[CH:29]=[CH:28][C:27]=1[C:33](=O)[C:34]([O:36][CH2:37][CH3:38])=[O:35]. Product: [Cl:2][C:1]([Cl:5])=[C:33]([C:27]1[CH:28]=[CH:29][C:30]([F:32])=[CH:31][C:26]=1[F:25])[C:34]([O:36][CH2:37][CH3:38])=[O:35]. The catalyst class is: 4. (3) Reactant: [CH:1]([C:4]1[N:5]=[C:6]([C:9]2[CH:18]=[C:17]([O:19][CH:20]3[CH2:38][CH:37]4[N:22]([C:23](=[O:52])[N:24]([CH2:43][C:44]5[CH:49]=[CH:48][C:47]([O:50][CH3:51])=[CH:46][CH:45]=5)[CH2:25][CH2:26][CH2:27][CH2:28][CH2:29][CH:30]=[CH:31][CH:32]5[C:34]([C:40]([OH:42])=O)([NH:35][C:36]4=[O:39])[CH2:33]5)[CH2:21]3)[C:16]3[C:11](=[C:12]([CH3:55])[C:13]([O:53][CH3:54])=[CH:14][CH:15]=3)[N:10]=2)[S:7][CH:8]=1)([CH3:3])[CH3:2].C(Cl)CCl.O1CCNC1=O.C1(C[S:70]([NH2:73])(=[O:72])=[O:71])CC1.[CH2:74]1[CH2:84][CH2:83]N2C(=NCCC2)C[CH2:75]1. Product: [CH:1]([C:4]1[N:5]=[C:6]([C:9]2[CH:18]=[C:17]([O:19][CH:20]3[CH2:38][CH:37]4[N:22]([C:23](=[O:52])[N:24]([CH2:43][C:44]5[CH:49]=[CH:48][C:47]([O:50][CH3:51])=[CH:46][CH:45]=5)[CH2:25][CH2:26][CH2:27][CH2:28][CH2:29][CH:30]=[CH:31][CH:32]5[C:34]([C:40]([NH:73][S:70]([C:74]6([CH3:75])[CH2:83][CH2:84]6)(=[O:72])=[O:71])=[O:42])([NH:35][C:36]4=[O:39])[CH2:33]5)[CH2:21]3)[C:16]3[C:11](=[C:12]([CH3:55])[C:13]([O:53][CH3:54])=[CH:14][CH:15]=3)[N:10]=2)[S:7][CH:8]=1)([CH3:2])[CH3:3]. The catalyst class is: 4. (4) Reactant: C[O:2][C:3]1[CH:12]=[CH:11][C:10]2[C:9](=[O:13])[NH:8][CH2:7][CH2:6][C:5]=2[N:4]=1. Product: [OH:2][C:3]1[CH:12]=[CH:11][C:10]2[C:9](=[O:13])[NH:8][CH2:7][CH2:6][C:5]=2[N:4]=1. The catalyst class is: 844. (5) Reactant: [C:1]([O:5][C:6](=[O:30])[NH:7][C@H:8]([CH2:26][CH:27]([CH3:29])[CH3:28])[C:9]([NH:11][C:12]1[CH:17]=[C:16]([O:18][CH3:19])[C:15](Br)=[CH:14][C:13]=1[C:21]1[N:22]=[N:23][NH:24][N:25]=1)=[O:10])([CH3:4])([CH3:3])[CH3:2].C(=O)([O-])[O-].[Cs+].[Cs+].[C:37](OCC)(=O)[CH3:38]. Product: [C:1]([O:5][C:6](=[O:30])[NH:7][C@H:8]([CH2:26][CH:27]([CH3:29])[CH3:28])[C:9]([NH:11][C:12]1[CH:17]=[C:16]([O:18][CH3:19])[C:15]([CH:37]=[CH2:38])=[CH:14][C:13]=1[C:21]1[N:22]=[N:23][NH:24][N:25]=1)=[O:10])([CH3:4])([CH3:3])[CH3:2]. The catalyst class is: 70.